Dataset: Forward reaction prediction with 1.9M reactions from USPTO patents (1976-2016). Task: Predict the product of the given reaction. (1) Given the reactants [N+:1]([C:4]1[CH:5]=[CH:6][C:7](OC2C=C3C(=CC=2)OC(C2C=CC=CC=2)CC3)=[N:8][CH:9]=1)([O-:3])=[O:2].[OH:27][C:28]1[CH:29]=[C:30]([CH:34]2[CH2:43][CH:42]([OH:44])[C:41]3[C:36](=[CH:37][CH:38]=[C:39]([OH:45])[CH:40]=3)[O:35]2)[CH:31]=[CH:32][CH:33]=1.Cl[C:47]1[CH:52]=[CH:51][C:50]([N+:53]([O-:55])=[O:54])=[CH:49][N:48]=1, predict the reaction product. The product is: [N+:53]([C:50]1[CH:51]=[CH:52][C:47]([O:45][C:39]2[CH:40]=[C:41]3[C:36](=[CH:37][CH:38]=2)[O:35][CH:34]([C:30]2[CH:31]=[CH:32][CH:33]=[C:28]([O:27][C:7]4[CH:6]=[CH:5][C:4]([N+:1]([O-:3])=[O:2])=[CH:9][N:8]=4)[CH:29]=2)[CH2:43][CH:42]3[OH:44])=[N:48][CH:49]=1)([O-:55])=[O:54]. (2) Given the reactants [CH2:1]([C:6]1[CH:13]=[CH:12][C:9]([CH2:10][NH2:11])=[CH:8][CH:7]=1)[CH2:2][CH2:3][CH2:4][CH3:5].Cl[CH2:15][C:16]1[N:17]=[C:18]([C:21]2[CH:29]=[CH:28][C:24]([C:25](Cl)=[O:26])=[CH:23][CH:22]=2)[S:19][CH:20]=1.[Cl:30][C:31]1[CH:39]=[CH:38][C:34]([C:35](Cl)=[O:36])=[CH:33][N:32]=1.[NH2:40][C:41]1[CH:53]=[CH:52][C:44]2[O:45]C(C)(C)[O:47][C:48](=[O:49])[C:43]=2[CH:42]=1, predict the reaction product. The product is: [Cl:30][C:31]1[N:32]=[CH:33][C:34]([C:35]([N:40]([CH2:15][C:16]2[N:17]=[C:18]([C:21]3[CH:29]=[CH:28][C:24]([C:25]([NH:11][CH2:10][C:9]4[CH:12]=[CH:13][C:6]([CH2:1][CH2:2][CH2:3][CH2:4][CH3:5])=[CH:7][CH:8]=4)=[O:26])=[CH:23][CH:22]=3)[S:19][CH:20]=2)[C:41]2[CH:53]=[CH:52][C:44]([OH:45])=[C:43]([CH:42]=2)[C:48]([OH:49])=[O:47])=[O:36])=[CH:38][CH:39]=1.